Dataset: NCI-60 drug combinations with 297,098 pairs across 59 cell lines. Task: Regression. Given two drug SMILES strings and cell line genomic features, predict the synergy score measuring deviation from expected non-interaction effect. (1) Drug 1: CC1=C2C(C(=O)C3(C(CC4C(C3C(C(C2(C)C)(CC1OC(=O)C(C(C5=CC=CC=C5)NC(=O)C6=CC=CC=C6)O)O)OC(=O)C7=CC=CC=C7)(CO4)OC(=O)C)O)C)OC(=O)C. Drug 2: C(CCl)NC(=O)N(CCCl)N=O. Cell line: ACHN. Synergy scores: CSS=7.96, Synergy_ZIP=-5.37, Synergy_Bliss=-5.46, Synergy_Loewe=-5.60, Synergy_HSA=-5.42. (2) Drug 1: C1CCC(CC1)NC(=O)N(CCCl)N=O. Drug 2: C1C(C(OC1N2C=C(C(=O)NC2=O)F)CO)O. Cell line: SF-268. Synergy scores: CSS=26.6, Synergy_ZIP=-11.3, Synergy_Bliss=-14.1, Synergy_Loewe=-12.4, Synergy_HSA=-8.53.